From a dataset of Catalyst prediction with 721,799 reactions and 888 catalyst types from USPTO. Predict which catalyst facilitates the given reaction. (1) Reactant: [NH2:1][C:2]1[CH:7]=[CH:6][C:5]([S:8]([N:11]([CH2:16][C@H:17]2[O:21][C:20]([CH3:23])([CH3:22])[N:19]([C:24]([O:26][C@H:27]3[C@H:34]4[C@H:30]([O:31][CH2:32][CH2:33]4)[O:29][CH2:28]3)=[O:25])[C@H:18]2[CH2:35][C:36]2[CH:41]=[CH:40][C:39]([OH:42])=[CH:38][CH:37]=2)[CH2:12][CH:13]([CH3:15])[CH3:14])(=[O:10])=[O:9])=[CH:4][CH:3]=1.C(=O)([O-])[O-].[Cs+].[Cs+].Br[CH2:50][C:51]1[CH:52]=[C:53]([CH:56]=[CH:57][CH:58]=1)[C:54]#[N:55].CCOCC. Product: [NH2:1][C:2]1[CH:7]=[CH:6][C:5]([S:8]([N:11]([CH2:16][C@H:17]2[O:21][C:20]([CH3:22])([CH3:23])[N:19]([C:24]([O:26][C@H:27]3[C@H:34]4[C@H:30]([O:31][CH2:32][CH2:33]4)[O:29][CH2:28]3)=[O:25])[C@H:18]2[CH2:35][C:36]2[CH:37]=[CH:38][C:39]([O:42][CH2:50][C:51]3[CH:58]=[CH:57][CH:56]=[C:53]([C:54]#[N:55])[CH:52]=3)=[CH:40][CH:41]=2)[CH2:12][CH:13]([CH3:15])[CH3:14])(=[O:9])=[O:10])=[CH:4][CH:3]=1. The catalyst class is: 9. (2) Reactant: [C:1]([C:5]1[CH:10]=[CH:9][C:8]([N:11]=[C:12]=[O:13])=[CH:7][CH:6]=1)([CH3:4])([CH3:3])[CH3:2].[C:14]1([C:20]2[CH2:24][C:23]3([CH2:28][CH2:27][NH:26][CH2:25]3)[O:22][N:21]=2)[CH:19]=[CH:18][CH:17]=[CH:16][CH:15]=1.C(N(CC)CC)C.Cl. Product: [C:1]([C:5]1[CH:10]=[CH:9][C:8]([NH:11][C:12]([N:26]2[CH2:27][CH2:28][C:23]3([O:22][N:21]=[C:20]([C:14]4[CH:19]=[CH:18][CH:17]=[CH:16][CH:15]=4)[CH2:24]3)[CH2:25]2)=[O:13])=[CH:7][CH:6]=1)([CH3:4])([CH3:2])[CH3:3]. The catalyst class is: 1. (3) Reactant: [O:1]([CH2:8][CH2:9][S:10][CH2:11][C:12]1[CH:17]=[CH:16][C:15]([C:18]2[CH:23]=[CH:22][C:21]([C:24]([OH:26])=O)=[CH:20][CH:19]=2)=[CH:14][CH:13]=1)[C:2]1[CH:7]=[CH:6][CH:5]=[CH:4][CH:3]=1.C(N1C=CN=C1)(N1C=CN=C1)=O.[CH3:39][N:40]([CH3:45])[CH2:41][CH2:42][CH2:43][NH2:44]. Product: [CH3:39][N:40]([CH3:45])[CH2:41][CH2:42][CH2:43][NH:44][C:24]([C:21]1[CH:20]=[CH:19][C:18]([C:15]2[CH:14]=[CH:13][C:12]([CH2:11][S:10][CH2:9][CH2:8][O:1][C:2]3[CH:7]=[CH:6][CH:5]=[CH:4][CH:3]=3)=[CH:17][CH:16]=2)=[CH:23][CH:22]=1)=[O:26]. The catalyst class is: 1. (4) Reactant: [CH3:1][C@:2]12[C@@:19]3([CH3:20])[C@@H:10]([C@:11]4([CH3:24])[C@@H:16]([CH2:17][CH2:18]3)[C:15]([CH3:22])([CH3:21])[C:14](=[O:23])[CH2:13][CH2:12]4)[CH2:9][CH2:8][C@@H:7]1[C@H:6]1[C@H:25]([C:28]([CH3:30])=[CH2:29])[CH2:26]C[C@]1(C(O)=O)[CH2:4][CH2:3]2.C([N:36]([CH2:39]C)[CH2:37][CH3:38])C.P(N=[N+]=[N-])(=O)(OC1C=CC=CC=1)[O:42]C1C=CC=CC=1. Product: [N:36]([C@:37]12[CH2:38][CH2:26][C@@H:25]([C:28]([CH3:30])=[CH2:29])[C@@H:6]1[C@@H:7]1[C@@:2]([CH3:1])([CH2:3][CH2:4]2)[C@@:19]2([CH3:20])[C@@H:10]([C@:11]3([CH3:24])[C@@H:16]([CH2:17][CH2:18]2)[C:15]([CH3:21])([CH3:22])[C:14](=[O:23])[CH2:13][CH2:12]3)[CH2:9][CH2:8]1)=[C:39]=[O:42]. The catalyst class is: 12. (5) Reactant: [CH3:1][C:2]1[CH:11]=[CH:10][C:5]([C:6]([O:8][CH3:9])=[O:7])=[CH:4][N+:3]=1[O-]. Product: [C:6]([O:8][CH2:1][C:2]1[CH:11]=[CH:10][C:5]([C:6]([O:8][CH3:9])=[O:7])=[CH:4][N:3]=1)(=[O:7])[CH3:5]. The catalyst class is: 152.